Dataset: Forward reaction prediction with 1.9M reactions from USPTO patents (1976-2016). Task: Predict the product of the given reaction. (1) Given the reactants [Cl:1][C:2]1[CH:23]=[CH:22][C:5]([CH2:6][NH:7][C:8]2[CH:9]=[C:10]3[C:14](=[CH:15][CH:16]=2)[C:13](=[O:17])[N:12]([CH:18]([CH3:20])[CH3:19])[C:11]3=[O:21])=[CH:4][CH:3]=1.N1C=CC=CC=1.[CH3:30][N:31]1[CH:35]=[C:34]([S:36](Cl)(=[O:38])=[O:37])[N:33]=[CH:32]1, predict the reaction product. The product is: [Cl:1][C:2]1[CH:23]=[CH:22][C:5]([CH2:6][N:7]([C:8]2[CH:9]=[C:10]3[C:14](=[CH:15][CH:16]=2)[C:13](=[O:17])[N:12]([CH:18]([CH3:20])[CH3:19])[C:11]3=[O:21])[S:36]([C:34]2[N:33]=[CH:32][N:31]([CH3:30])[CH:35]=2)(=[O:38])=[O:37])=[CH:4][CH:3]=1. (2) Given the reactants Cl[C:2]1[C:11]2[C:6](=[CH:7][C:8]3[CH:15]=[C:14]([O:16][CH3:17])[C:13]([O:18][CH3:19])=[CH:12][C:9]=3[CH:10]=2)[N:5]=[CH:4][C:3]=1[C:20]#[N:21].[Cl:22][C:23]1[CH:24]=[C:25]([CH:27]=[CH:28][C:29]=1[F:30])[NH2:26].Cl.N1C=CC=CC=1, predict the reaction product. The product is: [Cl:22][C:23]1[CH:24]=[C:25]([CH:27]=[CH:28][C:29]=1[F:30])[NH:26][C:2]1[C:11]2[C:6](=[CH:7][C:8]3[CH:15]=[C:14]([O:16][CH3:17])[C:13]([O:18][CH3:19])=[CH:12][C:9]=3[CH:10]=2)[N:5]=[CH:4][C:3]=1[C:20]#[N:21]. (3) Given the reactants [CH3:1]C1N=C(C)C=C(C)N=1.[Br:10][CH:11]([C:15]1[CH:20]=[C:19]([CH3:21])[N:18]=[C:17](SC)[N:16]=1)[C:12](=[O:14])[CH3:13].CC1C=C(C)N=C(SC)N=1, predict the reaction product. The product is: [Br:10][CH:11]([C:15]1[CH:20]=[C:19]([CH3:21])[N:18]=[C:17]([CH3:1])[N:16]=1)[C:12](=[O:14])[CH3:13]. (4) Given the reactants [Br:1][C:2]1[CH:7]=[CH:6][C:5]([NH2:8])=[C:4]([Cl:9])[CH:3]=1.[CH2:10]1[O:20][C:13]2([CH2:18][CH2:17][C:16](=O)[CH2:15][CH2:14]2)[O:12][CH2:11]1.C(O[BH-](OC(=O)C)OC(=O)C)(=O)C.[Na+], predict the reaction product. The product is: [Br:1][C:2]1[CH:7]=[CH:6][C:5]([NH:8][CH:16]2[CH2:17][CH2:18][C:13]3([O:20][CH2:10][CH2:11][O:12]3)[CH2:14][CH2:15]2)=[C:4]([Cl:9])[CH:3]=1. (5) The product is: [NH2:1][C:2]1[N:7]=[C:6]([C:8]2[C:16]3[C:11](=[N:12][C:13]([Br:19])=[CH:14][C:15]=3[O:17][CH3:18])[NH:10][CH:9]=2)[CH:5]=[CH:4][N:3]=1. Given the reactants [NH2:1][C:2]1[N:7]=[C:6]([C:8]2[C:16]3[C:11](=[N:12][C:13]([Br:19])=[CH:14][C:15]=3[O:17][CH3:18])[N:10](COCC)[CH:9]=2)[CH:5]=[CH:4][N:3]=1.Cl.C([O-])(O)=O.[Na+], predict the reaction product. (6) Given the reactants C[Al](C)C.[CH3:5][C:6]1[N:7]=[CH:8][C:9]([NH2:12])=[N:10][CH:11]=1.[OH:13][C@H:14]([CH2:19][O:20][C@@H:21]([CH3:34])[CH2:22][O:23][Si:24]([CH:31]([CH3:33])[CH3:32])([CH:28]([CH3:30])[CH3:29])[CH:25]([CH3:27])[CH3:26])[C:15](OC)=[O:16].[C@H](O)(C([O-])=O)[C@@H](O)C([O-])=O.[Na+].[K+], predict the reaction product. The product is: [OH:13][C@@H:14]([CH2:19][O:20][C@H:21]([CH3:34])[CH2:22][O:23][Si:24]([CH:28]([CH3:30])[CH3:29])([CH:31]([CH3:33])[CH3:32])[CH:25]([CH3:26])[CH3:27])[C:15]([NH:12][C:9]1[CH:8]=[N:7][C:6]([CH3:5])=[CH:11][N:10]=1)=[O:16]. (7) Given the reactants Br[CH2:2][C:3]1[C:4]([C:17]2[CH:22]=[CH:21][CH:20]=[CH:19][CH:18]=2)=[N:5][C:6]2[C:11]([C:12]=1[C:13]([O:15][CH3:16])=[O:14])=[CH:10][CH:9]=[CH:8][CH:7]=2.[C:23]([O:27][C:28]([N:30]1[CH2:34][CH2:33][CH2:32][C@H:31]1[CH2:35][OH:36])=[O:29])([CH3:26])([CH3:25])[CH3:24].CC(C)([O-])C.[K+], predict the reaction product. The product is: [CH3:26][C:23]([O:27][C:28]([N:30]1[CH2:34][CH2:33][CH2:32][C@H:31]1[CH2:35][O:36][CH2:2][C:3]1[C:4]([C:17]2[CH:22]=[CH:21][CH:20]=[CH:19][CH:18]=2)=[N:5][C:6]2[C:11]([C:12]=1[C:13]([O:15][CH3:16])=[O:14])=[CH:10][CH:9]=[CH:8][CH:7]=2)=[O:29])([CH3:24])[CH3:25]. (8) Given the reactants [Cl:1][C:2]1[CH:7]=[CH:6][C:5]([C:8](=[O:18])[NH:9][CH2:10][C:11]2[CH:16]=[CH:15][CH:14]=[C:13]([Cl:17])[CH:12]=2)=[CH:4][C:3]=1[NH:19][C:20]([C:22]1[C:35](=[O:36])[NH:34][C:25]2[N:26]=[C:27](S(C)(=O)=O)[N:28]=[CH:29][C:24]=2[CH:23]=1)=[O:21].[N:37]1([C:43](=[O:45])[CH3:44])[CH2:42][CH2:41][NH:40][CH2:39][CH2:38]1.CN(C)C=O, predict the reaction product. The product is: [C:43]([N:37]1[CH2:42][CH2:41][N:40]([C:27]2[N:28]=[CH:29][C:24]3[CH:23]=[C:22]([C:20]([NH:19][C:3]4[CH:4]=[C:5]([C:8](=[O:18])[NH:9][CH2:10][C:11]5[CH:16]=[CH:15][CH:14]=[C:13]([Cl:17])[CH:12]=5)[CH:6]=[CH:7][C:2]=4[Cl:1])=[O:21])[C:35](=[O:36])[NH:34][C:25]=3[N:26]=2)[CH2:39][CH2:38]1)(=[O:45])[CH3:44]. (9) Given the reactants [NH2:1][C:2]1[N:11]=[C:10]([NH:12][CH:13]2[CH2:18][CH2:17][CH2:16][CH2:15][CH2:14]2)[C:9]2[C:4](=[CH:5][CH:6]=[C:7](Br)[CH:8]=2)[N:3]=1.[C:20]([NH:23][C:24]1[CH:29]=[CH:28][C:27](B(O)O)=[CH:26][CH:25]=1)(=[O:22])[CH3:21], predict the reaction product. The product is: [NH2:1][C:2]1[N:11]=[C:10]([NH:12][CH:13]2[CH2:18][CH2:17][CH2:16][CH2:15][CH2:14]2)[C:9]2[C:4](=[CH:5][CH:6]=[C:7]([C:27]3[CH:28]=[CH:29][C:24]([NH:23][C:20](=[O:22])[CH3:21])=[CH:25][CH:26]=3)[CH:8]=2)[N:3]=1. (10) Given the reactants N(C(OCC)=O)=NC(OCC)=O.O[CH2:14][CH2:15][C:16]1([CH2:29][OH:30])[CH2:21][CH2:20][N:19]([C:22]([O:24][C:25]([CH3:28])([CH3:27])[CH3:26])=[O:23])[CH2:18][CH2:17]1.C1(P(C2C=CC=CC=2)C2C=CC=CC=2)C=CC=CC=1, predict the reaction product. The product is: [CH2:29]1[C:16]2([CH2:17][CH2:18][N:19]([C:22]([O:24][C:25]([CH3:26])([CH3:27])[CH3:28])=[O:23])[CH2:20][CH2:21]2)[CH2:15][CH2:14][O:30]1.